Dataset: Forward reaction prediction with 1.9M reactions from USPTO patents (1976-2016). Task: Predict the product of the given reaction. (1) The product is: [F:14][C:15]([F:20])([C:16]([F:19])([F:18])[F:17])[C:1]([C:4]1[CH:13]=[CH:12][C:7]([C:8]([O:10][CH3:11])=[O:9])=[CH:6][CH:5]=1)([OH:3])[CH3:2]. Given the reactants [C:1]([C:4]1[CH:13]=[CH:12][C:7]([C:8]([O:10][CH3:11])=[O:9])=[CH:6][CH:5]=1)(=[O:3])[CH3:2].[F:14][C:15]([Si](C)(C)C)([F:20])[C:16]([F:19])([F:18])[F:17].[F-].C([N+](CCCC)(CCCC)CCCC)CCC.Cl, predict the reaction product. (2) Given the reactants [H-].[Na+].[OH:3][CH2:4][CH2:5][O:6][C:7]1[N:12]=[CH:11][N:10]=[C:9]([NH:13][S:14]([CH2:17][CH2:18][C:19]2[CH:24]=[CH:23][CH:22]=[CH:21][CH:20]=2)(=[O:16])=[O:15])[C:8]=1[C:25]1[CH:30]=[CH:29][C:28]([CH3:31])=[CH:27][CH:26]=1.Cl[C:33]1[N:38]=[CH:37][CH:36]=[CH:35][N:34]=1, predict the reaction product. The product is: [N:34]1[CH:35]=[CH:36][CH:37]=[N:38][C:33]=1[O:3][CH2:4][CH2:5][O:6][C:7]1[N:12]=[CH:11][N:10]=[C:9]([NH:13][S:14]([CH2:17][CH2:18][C:19]2[CH:24]=[CH:23][CH:22]=[CH:21][CH:20]=2)(=[O:15])=[O:16])[C:8]=1[C:25]1[CH:30]=[CH:29][C:28]([CH3:31])=[CH:27][CH:26]=1. (3) Given the reactants [O:1]1[C:5]2([CH2:10][CH2:9][CH:8]([OH:11])[CH2:7][CH2:6]2)[O:4][CH2:3][CH2:2]1.[H-].[Na+].[C:14](=[S:16])=[S:15].I[CH3:18].[NH4+].[Cl-], predict the reaction product. The product is: [C:14](=[S:16])([O:11][CH:8]1[CH2:9][CH2:10][C:5]2([O:4][CH2:3][CH2:2][O:1]2)[CH2:6][CH2:7]1)[S:15][CH3:18]. (4) Given the reactants [F:1][C:2]1[CH:3]=[C:4]([CH:15]=[CH:16][CH:17]=1)[CH2:5][O:6][CH2:7][C:8]1[N:13]=[C:12]([NH2:14])[CH:11]=[CH:10][CH:9]=1.[F:18][C:19]1[CH:24]=[CH:23][C:22]([S:25](Cl)(=[O:27])=[O:26])=[CH:21][C:20]=1[C:29]([F:32])([F:31])[F:30], predict the reaction product. The product is: [F:18][C:19]1[CH:24]=[CH:23][C:22]([S:25]([NH:14][C:12]2[CH:11]=[CH:10][CH:9]=[C:8]([CH2:7][O:6][CH2:5][C:4]3[CH:15]=[CH:16][CH:17]=[C:2]([F:1])[CH:3]=3)[N:13]=2)(=[O:26])=[O:27])=[CH:21][C:20]=1[C:29]([F:32])([F:30])[F:31].